This data is from Peptide-MHC class I binding affinity with 185,985 pairs from IEDB/IMGT. The task is: Regression. Given a peptide amino acid sequence and an MHC pseudo amino acid sequence, predict their binding affinity value. This is MHC class I binding data. (1) The peptide sequence is KGAVDLSHFL. The MHC is HLA-A02:03 with pseudo-sequence HLA-A02:03. The binding affinity (normalized) is 0.0528. (2) The peptide sequence is TTIAVSMANI. The MHC is HLA-A68:02 with pseudo-sequence HLA-A68:02. The binding affinity (normalized) is 0.875. (3) The peptide sequence is LTNAISSRV. The MHC is HLA-A02:01 with pseudo-sequence HLA-A02:01. The binding affinity (normalized) is 0.370.